Dataset: NCI-60 drug combinations with 297,098 pairs across 59 cell lines. Task: Regression. Given two drug SMILES strings and cell line genomic features, predict the synergy score measuring deviation from expected non-interaction effect. (1) Drug 1: CN1CCC(CC1)COC2=C(C=C3C(=C2)N=CN=C3NC4=C(C=C(C=C4)Br)F)OC. Drug 2: C1=CC(=CC=C1CCC2=CNC3=C2C(=O)NC(=N3)N)C(=O)NC(CCC(=O)O)C(=O)O. Cell line: HOP-92. Synergy scores: CSS=23.0, Synergy_ZIP=-5.41, Synergy_Bliss=2.59, Synergy_Loewe=4.30, Synergy_HSA=5.79. (2) Drug 1: C1C(C(OC1N2C=NC3=C(N=C(N=C32)Cl)N)CO)O. Drug 2: C1=NC(=NC(=O)N1C2C(C(C(O2)CO)O)O)N. Cell line: MOLT-4. Synergy scores: CSS=55.2, Synergy_ZIP=-3.80, Synergy_Bliss=-5.27, Synergy_Loewe=-5.53, Synergy_HSA=-2.11. (3) Drug 1: COC1=C(C=C2C(=C1)N=CN=C2NC3=CC(=C(C=C3)F)Cl)OCCCN4CCOCC4. Drug 2: CN(CC1=CN=C2C(=N1)C(=NC(=N2)N)N)C3=CC=C(C=C3)C(=O)NC(CCC(=O)O)C(=O)O. Cell line: UO-31. Synergy scores: CSS=35.3, Synergy_ZIP=-13.6, Synergy_Bliss=-8.46, Synergy_Loewe=-0.870, Synergy_HSA=0.379. (4) Drug 1: COC1=C(C=C2C(=C1)N=CN=C2NC3=CC(=C(C=C3)F)Cl)OCCCN4CCOCC4. Drug 2: C1=CN(C=N1)CC(O)(P(=O)(O)O)P(=O)(O)O. Cell line: MCF7. Synergy scores: CSS=1.11, Synergy_ZIP=-4.85, Synergy_Bliss=-10.7, Synergy_Loewe=-10.1, Synergy_HSA=-8.35.